Dataset: CYP2C19 inhibition data for predicting drug metabolism from PubChem BioAssay. Task: Regression/Classification. Given a drug SMILES string, predict its absorption, distribution, metabolism, or excretion properties. Task type varies by dataset: regression for continuous measurements (e.g., permeability, clearance, half-life) or binary classification for categorical outcomes (e.g., BBB penetration, CYP inhibition). Dataset: cyp2c19_veith. (1) The molecule is COc1cc(C)ccc1OCCCOc1ccccc1Cl. The result is 1 (inhibitor). (2) The molecule is N=C(N)c1ccccc1. The result is 0 (non-inhibitor). (3) The drug is COc1ccc(-c2cc(C3CCN(c4cc(Cl)nc(N)n4)CC3)[nH]n2)cc1. The result is 1 (inhibitor). (4) The drug is Nc1c2ccccc2nc2c(O)cccc12. The result is 0 (non-inhibitor).